From a dataset of Full USPTO retrosynthesis dataset with 1.9M reactions from patents (1976-2016). Predict the reactants needed to synthesize the given product. (1) The reactants are: [O:1]1[CH:5]=[CH:4][C:3]([NH2:6])=[N:2]1.C(=O)([O-])[O-].[K+].[K+].[Br:13][CH2:14][C:15](Cl)=[O:16]. Given the product [Br:13][CH2:14][C:15]([NH:6][C:3]1[CH:4]=[CH:5][O:1][N:2]=1)=[O:16], predict the reactants needed to synthesize it. (2) Given the product [Cl:1][C:2]1[C:3]([N:8]2[C:12]([C:13]([OH:15])=[O:14])=[CH:11][C:10]([C:18](=[O:29])[CH2:19][N:20]3[N:24]=[N:23][C:22]([C:25]([F:26])([F:28])[F:27])=[N:21]3)=[N:9]2)=[N:4][CH:5]=[CH:6][CH:7]=1, predict the reactants needed to synthesize it. The reactants are: [Cl:1][C:2]1[C:3]([N:8]2[C:12]([C:13]([O:15]CC)=[O:14])=[CH:11][C:10]([C:18](=[O:29])[CH2:19][N:20]3[N:24]=[N:23][C:22]([C:25]([F:28])([F:27])[F:26])=[N:21]3)=[N:9]2)=[N:4][CH:5]=[CH:6][CH:7]=1.[OH-].[Na+]. (3) Given the product [NH:11]1[C:19]2[C:14](=[CH:15][C:16]([NH:20][C:21]3[CH:26]=[CH:25][N:24]=[C:23]4[CH:27]=[C:28]([C:30]5[CH:37]=[CH:36][C:33]([CH2:34][NH:9][CH2:8][CH2:7][CH2:6][CH2:5][CH2:4][CH2:3][N:2]([CH3:10])[CH3:1])=[CH:32][CH:31]=5)[S:29][C:22]=34)=[CH:17][CH:18]=2)[CH:13]=[CH:12]1, predict the reactants needed to synthesize it. The reactants are: [CH3:1][N:2]([CH3:10])[CH2:3][CH2:4][CH2:5][CH2:6][CH2:7][CH2:8][NH2:9].[NH:11]1[C:19]2[C:14](=[CH:15][C:16]([NH:20][C:21]3[CH:26]=[CH:25][N:24]=[C:23]4[CH:27]=[C:28]([C:30]5[CH:37]=[CH:36][C:33]([CH:34]=O)=[CH:32][CH:31]=5)[S:29][C:22]=34)=[CH:17][CH:18]=2)[CH:13]=[CH:12]1. (4) Given the product [Cl:1][C:2]1[CH:3]=[C:4]([C:17]#[CH:18])[C:5]([CH3:16])=[C:6]([CH:7]=1)[NH2:8], predict the reactants needed to synthesize it. The reactants are: [Cl:1][C:2]1[CH:3]=[C:4]([C:17]#[CH:18])[C:5]([CH3:16])=[C:6]([NH:8]C(=O)OC(C)(C)C)[CH:7]=1.FC(F)(F)C(O)=O. (5) Given the product [CH3:1][O:2][CH2:3][CH:4]1[CH2:9][O:8][C:7]2[CH:10]=[CH:11][C:12]([C:14]([OH:15])=[O:20])=[CH:13][C:6]=2[O:5]1, predict the reactants needed to synthesize it. The reactants are: [CH3:1][O:2][CH2:3][CH:4]1[CH2:9][O:8][C:7]2[CH:10]=[CH:11][C:12]([C:14](C)=[O:15])=[CH:13][C:6]=2[O:5]1.[SH-].[Na+].Cl.[O-:20]Cl.[Na+]. (6) Given the product [BrH:11].[Br:11][CH2:9][C:8]([C:6]1[CH:5]=[CH:4][N:3]=[C:2]([CH3:1])[CH:7]=1)=[O:10], predict the reactants needed to synthesize it. The reactants are: [CH3:1][C:2]1[CH:7]=[C:6]([C:8](=[O:10])[CH3:9])[CH:5]=[CH:4][N:3]=1.[Br:11]Br. (7) Given the product [N:50]1[CH:55]=[CH:54][CH:53]=[C:52]([C:56]2[CH:57]=[C:58]([NH:62][C:23]([C:18]3[C:19](=[O:22])[O:20][C:21]4[C:16]([CH:17]=3)=[CH:15][CH:14]=[CH:13][C:12]=4[O:11][CH3:10])=[O:25])[CH:59]=[CH:60][CH:61]=2)[CH:51]=1, predict the reactants needed to synthesize it. The reactants are: CCN(C(C)C)C(C)C.[CH3:10][O:11][C:12]1[CH:13]=[CH:14][CH:15]=[C:16]2[C:21]=1[O:20][C:19](=[O:22])[C:18]([C:23]([OH:25])=O)=[CH:17]2.CN(C(ON1N=NC2C=CC=NC1=2)=[N+](C)C)C.F[P-](F)(F)(F)(F)F.[N:50]1[CH:55]=[CH:54][CH:53]=[C:52]([C:56]2[CH:57]=[C:58]([NH2:62])[CH:59]=[CH:60][CH:61]=2)[CH:51]=1. (8) The reactants are: [NH2:1][C:2]1[C:10]([CH3:11])=[CH:9][C:8]([Cl:12])=[CH:7][C:3]=1[C:4](O)=[O:5].CO.Cl. Given the product [NH2:1][C:2]1[C:10]([CH3:11])=[CH:9][C:8]([Cl:12])=[CH:7][C:3]=1[CH2:4][OH:5], predict the reactants needed to synthesize it. (9) Given the product [Br:1][C:2]1[CH:3]=[C:4]2[C:5](=[CH:6][C:7]=1[O:8][CH3:9])[N:10]=[C:11]([CH3:12])[N:16]=[CH:14]2, predict the reactants needed to synthesize it. The reactants are: [Br:1][C:2]1[C:7]([O:8][CH3:9])=[CH:6][C:5]([NH:10][C:11](=O)[CH3:12])=[C:4]([CH:14]=O)[CH:3]=1.[NH3:16].